This data is from Forward reaction prediction with 1.9M reactions from USPTO patents (1976-2016). The task is: Predict the product of the given reaction. (1) Given the reactants [NH:1]([C:3]1[CH:4]=[C:5]([CH2:9][C:10]([O:12][CH2:13][CH3:14])=[O:11])[CH:6]=[CH:7][CH:8]=1)[NH2:2].[CH3:15][C:16]([CH3:23])([CH3:22])[C:17](=O)[CH2:18][C:19]#[N:20].Cl, predict the reaction product. The product is: [NH2:20][C:19]1[N:1]([C:3]2[CH:4]=[C:5]([CH2:9][C:10]([O:12][CH2:13][CH3:14])=[O:11])[CH:6]=[CH:7][CH:8]=2)[N:2]=[C:17]([C:16]([CH3:23])([CH3:22])[CH3:15])[CH:18]=1. (2) The product is: [F:1][C:2]1[CH:7]=[CH:6][C:5]([F:8])=[CH:4][C:3]=1[CH:9]([S:20]([C:23]1[CH:28]=[CH:27][C:26]([F:29])=[CH:25][CH:24]=1)(=[O:21])=[O:22])[C:10]1[C:11]([CH3:19])=[CH:12][C:13]([C:16]([NH:34][CH3:38])=[O:18])=[N:14][CH:15]=1. Given the reactants [F:1][C:2]1[CH:7]=[CH:6][C:5]([F:8])=[CH:4][C:3]=1[CH:9]([S:20]([C:23]1[CH:28]=[CH:27][C:26]([F:29])=[CH:25][CH:24]=1)(=[O:22])=[O:21])[C:10]1[C:11]([CH3:19])=[CH:12][C:13]([C:16]([OH:18])=O)=[N:14][CH:15]=1.Cl.CN.O[N:34]1[C:38]2C=CC=CC=2N=N1.CN1CCOCC1.Cl.C(N=C=NCCCN(C)C)C, predict the reaction product. (3) The product is: [CH2:1]([C:3]1[CH:12]=[CH:11][C:10]2[C:5](=[CH:6][CH:7]=[CH:8][CH:9]=2)[C:4]=1[CH:13]=[O:14])[CH3:2]. Given the reactants [CH:1]([C:3]1[CH:12]=[CH:11][C:10]2[C:5](=[CH:6][CH:7]=[CH:8][CH:9]=2)[C:4]=1[CH:13]=[O:14])=[CH2:2].[H][H], predict the reaction product. (4) Given the reactants [F:1][C:2]1[C:3]([CH3:12])=[C:4]([CH:8]=[CH:9][C:10]=1[F:11])[C:5](Cl)=[O:6].[BH4-].[Na+], predict the reaction product. The product is: [F:1][C:2]1[C:3]([CH3:12])=[C:4]([CH:8]=[CH:9][C:10]=1[F:11])[CH2:5][OH:6]. (5) Given the reactants [F:1][C:2]([F:38])([F:37])[C:3]1[CH:4]=[C:5]([CH:34]=[CH:35][CH:36]=1)[C:6]([NH:8][C:9]1[CH:10]=[C:11]([CH:31]=[CH:32][CH:33]=1)[O:12][C:13]1[CH:14]=[CH:15][C:16]2[N:17]([CH:19]=[C:20]([NH:22][C:23](=[O:30])OCC(Cl)(Cl)Cl)[N:21]=2)[N:18]=1)=[O:7].[NH:39]1[CH2:44][CH2:43][O:42][CH2:41][CH2:40]1.C(N(C(C)C)C(C)C)(C)C.C(=O)([O-])O.[Na+], predict the reaction product. The product is: [F:37][C:2]([F:1])([F:38])[C:3]1[CH:4]=[C:5]([CH:34]=[CH:35][CH:36]=1)[C:6]([NH:8][C:9]1[CH:10]=[C:11]([CH:31]=[CH:32][CH:33]=1)[O:12][C:13]1[CH:14]=[CH:15][C:16]2[N:17]([CH:19]=[C:20]([NH:22][C:23]([N:39]3[CH2:44][CH2:43][O:42][CH2:41][CH2:40]3)=[O:30])[N:21]=2)[N:18]=1)=[O:7].